This data is from Reaction yield outcomes from USPTO patents with 853,638 reactions. The task is: Predict the reaction yield, written as a fraction of the theoretical maximum amount of product (1.0 means a 100% yield; for example, 0.34 means a 34% yield). (1) The reactants are [CH2:1]([O:3][C:4](=[O:35])[CH:5]=[C:6]([N:13]1[C:21]2[C:16](=[CH:17][C:18]([CH2:22][CH2:23][CH2:24][C:25]3[CH:34]=[CH:33][C:32]4[C:27](=[N:28][CH:29]=[CH:30][CH:31]=4)[N:26]=3)=[CH:19][CH:20]=2)[CH:15]=[CH:14]1)[C:7]1[CH:12]=[CH:11][CH:10]=[CH:9][CH:8]=1)[CH3:2]. The catalyst is CO.[Pd]. The product is [CH2:1]([O:3][C:4](=[O:35])[CH2:5][CH:6]([C:7]1[CH:12]=[CH:11][CH:10]=[CH:9][CH:8]=1)[N:13]1[C:21]2[C:16](=[CH:17][C:18]([CH2:22][CH2:23][CH2:24][C:25]3[CH:34]=[CH:33][C:32]4[CH2:31][CH2:30][CH2:29][NH:28][C:27]=4[N:26]=3)=[CH:19][CH:20]=2)[CH:15]=[CH:14]1)[CH3:2]. The yield is 0.660. (2) The reactants are [C:1]([O:5][C:6]([N:8]1[CH2:13][CH2:12][CH2:11][C:10](=O)[CH2:9]1)=[O:7])([CH3:4])([CH3:3])[CH3:2].CC1C=CC(S(O)(=O)=O)=CC=1.[CH:26]1([O:31][C:32](=[O:39])[C@@H:33]([NH2:38])[CH2:34][CH:35]([CH3:37])[CH3:36])[CH2:30][CH2:29][CH2:28][CH2:27]1.C(O[BH-](OC(=O)C)OC(=O)C)(=O)C.[Na+].C(=O)([O-])O.[Na+]. The catalyst is ClC(Cl)C. The product is [C:1]([O:5][C:6]([N:8]1[CH2:13][CH2:12][CH2:11][CH:10]([NH:38][C@H:33]([C:32]([O:31][CH:26]2[CH2:27][CH2:28][CH2:29][CH2:30]2)=[O:39])[CH2:34][CH:35]([CH3:37])[CH3:36])[CH2:9]1)=[O:7])([CH3:4])([CH3:3])[CH3:2]. The yield is 0.950. (3) The product is [CH3:14][CH:9]1[N:8]([C:16]([O:18][CH2:19][C:20]2[CH:25]=[CH:24][CH:23]=[CH:22][CH:21]=2)=[O:17])[CH2:13][CH:12]=[CH:11][CH2:10]1. The catalyst is C1(C)C=CC=CC=1. The reactants are C([N:8]1[CH2:13][CH:12]=[CH:11][CH2:10][CH:9]1[CH3:14])C1C=CC=CC=1.Cl[C:16]([O:18][CH2:19][C:20]1[CH:25]=[CH:24][CH:23]=[CH:22][CH:21]=1)=[O:17]. The yield is 0.360. (4) The yield is 0.950. The product is [Cl:1][C:2]1[CH:3]=[CH:4][C:5]2[S:9][C:8]([NH:14][NH2:15])=[N:7][C:6]=2[CH:12]=1. The catalyst is CCO. The reactants are [Cl:1][C:2]1[CH:3]=[CH:4][C:5]2[S:9][C:8](SC)=[N:7][C:6]=2[CH:12]=1.O.[NH2:14][NH2:15]. (5) The reactants are C([O:3][C:4](=O)[C:5]([NH:7][CH2:8][CH3:9])=[O:6])C.[CH3:11][O:12][CH:13]([O:16][CH3:17])[CH2:14][NH2:15]. The catalyst is CC(O)C. The product is [CH3:11][O:12][CH:13]([O:16][CH3:17])[CH2:14][NH:15][C:4](=[O:3])[C:5]([NH:7][CH2:8][CH3:9])=[O:6]. The yield is 0.805. (6) The reactants are [CH:1]([C:3]1[C:11]2[C:6](=[CH:7][C:8]([C@H:12]3[C@@:14]4([C:22]5[C:17](=[CH:18][CH:19]=[CH:20][CH:21]=5)[NH:16][C:15]4=[O:23])[CH2:13]3)=[CH:9][CH:10]=2)[NH:5][N:4]=1)=[CH2:2].Br[C:25]1[C:26]([CH3:32])=[N:27][C:28]([CH3:31])=[CH:29][CH:30]=1.CCN(C(C)C)C(C)C.CC1C=CC=CC=1P(C1C=CC=CC=1C)C1C=CC=CC=1C. The catalyst is CN(C=O)C.CC([O-])=O.CC([O-])=O.[Pd+2]. The product is [CH3:32][C:26]1[C:25](/[CH:2]=[CH:1]/[C:3]2[C:11]3[C:6](=[CH:7][C:8]([C@H:12]4[C@@:14]5([C:22]6[C:17](=[CH:18][CH:19]=[CH:20][CH:21]=6)[NH:16][C:15]5=[O:23])[CH2:13]4)=[CH:9][CH:10]=3)[NH:5][N:4]=2)=[CH:30][CH:29]=[C:28]([CH3:31])[N:27]=1. The yield is 0.220.